The task is: Predict the reaction yield, written as a fraction of the theoretical maximum amount of product (1.0 means a 100% yield; for example, 0.34 means a 34% yield).. This data is from Reaction yield outcomes from USPTO patents with 853,638 reactions. (1) The reactants are C([NH:5][S:6]([C:9]1[CH:14]=[CH:13][CH:12]=[C:11]([C:15]2[CH:20]=[C:19]([C:21]3[CH:26]=[C:25]([C:27]4[CH:32]=[CH:31][C:30]([C:33]([F:36])([F:35])[F:34])=[CH:29][CH:28]=4)[CH:24]=[C:23]([CH3:37])[N:22]=3)[CH:18]=[CH:17][N:16]=2)[CH:10]=1)(=[O:8])=[O:7])(C)(C)C.C(O)(C(F)(F)F)=O. The catalyst is ClCCl. The product is [CH3:37][C:23]1[N:22]=[C:21]([C:19]2[CH:18]=[CH:17][N:16]=[C:15]([C:11]3[CH:10]=[C:9]([S:6]([NH2:5])(=[O:8])=[O:7])[CH:14]=[CH:13][CH:12]=3)[CH:20]=2)[CH:26]=[C:25]([C:27]2[CH:32]=[CH:31][C:30]([C:33]([F:36])([F:34])[F:35])=[CH:29][CH:28]=2)[CH:24]=1. The yield is 0.940. (2) The reactants are COC1C=CC(C[N:8]2[C:17]3[CH:18]=[CH:19][C:20]([C:22]([O:24][CH2:25][CH3:26])=[O:23])=[CH:21][C:16]=3[C:15]3[N:14]=[CH:13][CH:12]=[CH:11][C:10]=3[C:9]2=[O:27])=CC=1.C1(OC)C=CC=CC=1.S(=O)(=O)(O)O.C(=O)(O)[O-].[Na+]. The catalyst is CO.ClCCl.[Pd]. The product is [O:27]=[C:9]1[NH:8][C:17]2[CH:18]=[CH:19][C:20]([C:22]([O:24][CH2:25][CH3:26])=[O:23])=[CH:21][C:16]=2[C:15]2[NH:14][CH2:13][CH2:12][CH2:11][C:10]1=2. The yield is 0.470. (3) The reactants are [H-].C(O[Al](OC(C)(C)C)OC(C)(C)C)(C)(C)C.[Li+].[CH:19]1([CH2:22][C:23]([O:32][CH3:33])([C:28](OC)=[O:29])[C:24]([O:26][CH3:27])=[O:25])[CH2:21][CH2:20]1.C1COCC1. The catalyst is CCOCC. The product is [CH:19]1([CH2:22][C:23]([CH2:28][OH:29])([O:32][CH3:33])[C:24]([O:26][CH3:27])=[O:25])[CH2:20][CH2:21]1. The yield is 0.610.